Dataset: Forward reaction prediction with 1.9M reactions from USPTO patents (1976-2016). Task: Predict the product of the given reaction. Given the reactants [NH2:1][C:2]1[CH:3]=[C:4]([S:10]([NH2:13])(=[O:12])=[O:11])[CH:5]=[C:6]([CH2:8][OH:9])[CH:7]=1.Cl[C:15]1[CH:20]=[C:19]([O:21][C:22]2[CH:23]=[C:24]([CH3:35])[C:25]([CH3:34])=[N:26][C:27]=2[C:28]2[CH:33]=[CH:32][CH:31]=[CH:30][N:29]=2)[CH:18]=[CH:17][N:16]=1, predict the reaction product. The product is: [CH3:35][C:24]1[CH:23]=[C:22]([O:21][C:19]2[CH:18]=[CH:17][N:16]=[C:15]([NH:1][C:2]3[CH:3]=[C:4]([S:10]([NH2:13])(=[O:11])=[O:12])[CH:5]=[C:6]([CH2:8][OH:9])[CH:7]=3)[CH:20]=2)[C:27]([C:28]2[CH:33]=[CH:32][CH:31]=[CH:30][N:29]=2)=[N:26][C:25]=1[CH3:34].